Dataset: Full USPTO retrosynthesis dataset with 1.9M reactions from patents (1976-2016). Task: Predict the reactants needed to synthesize the given product. (1) Given the product [N:14]1([C:17]([O:19][C:20]([CH3:22])([CH3:23])[CH3:21])=[O:18])[CH2:15][CH2:16][N:11]([C:9]([O:8][CH2:1][C:2]2[CH:3]=[CH:4][CH:5]=[CH:6][CH:7]=2)=[O:10])[CH2:12][C@H:13]1[C:24]([O:26][CH:27]1[CH2:31][CH2:30][CH2:29][CH2:28]1)=[O:25], predict the reactants needed to synthesize it. The reactants are: [CH2:1]([O:8][C:9]([N:11]1[CH2:16][CH2:15][N:14]([C:17]([O:19][C:20]([CH3:23])([CH3:22])[CH3:21])=[O:18])[C@H:13]([C:24]([OH:26])=[O:25])[CH2:12]1)=[O:10])[C:2]1[CH:7]=[CH:6][CH:5]=[CH:4][CH:3]=1.[CH:27]1(O)[CH2:31][CH2:30][CH2:29][CH2:28]1.C(Cl)CCl. (2) Given the product [C:1]([C:3]1[CH:4]=[C:5]([CH:6]=[CH:7][CH:8]=1)[O:9][CH:15]1[CH2:16][N:17]([C:19]([O:21][C:22]([CH3:25])([CH3:24])[CH3:23])=[O:20])[CH2:18]1)#[N:2], predict the reactants needed to synthesize it. The reactants are: [C:1]([C:3]1[CH:4]=[C:5]([OH:9])[CH:6]=[CH:7][CH:8]=1)#[N:2].CS(O[CH:15]1[CH2:18][N:17]([C:19]([O:21][C:22]([CH3:25])([CH3:24])[CH3:23])=[O:20])[CH2:16]1)(=O)=O.C([O-])([O-])=O.[Cs+].[Cs+]. (3) Given the product [OH:17][CH2:16][C:9]1[N:10]([CH2:13][CH2:14][CH3:15])[C:11](=[O:12])[N:7]([CH2:6][C:5]2[CH:37]=[CH:38][C:2]([CH3:1])=[CH:3][CH:4]=2)[N:8]=1, predict the reactants needed to synthesize it. The reactants are: [CH3:1][C:2]1[CH:38]=[CH:37][C:5]([CH2:6][N:7]2[C:11](=[O:12])[N:10]([CH2:13][CH2:14][CH3:15])[C:9]([CH2:16][O:17]C(C3C=CC=CC=3)(C3C=CC=CC=3)C3C=CC=CC=3)=[N:8]2)=[CH:4][CH:3]=1.C(O)(C(F)(F)F)=O. (4) Given the product [CH3:25][N:26]([CH2:14][C:11]1[CH:12]=[CH:13][C:8]([NH:7][C:5](=[O:6])[C:4]2[CH:20]=[CH:21][C:22]([CH3:23])=[C:2]([C:2]3[CH:3]=[C:4]4[C:34](=[CH:21][CH:22]=3)[CH:33]=[N:30][N:7]=[CH:5]4)[CH:3]=2)=[CH:9][C:10]=1[C:16]([F:19])([F:18])[F:17])[CH3:27], predict the reactants needed to synthesize it. The reactants are: Br[C:2]1[CH:3]=[C:4]([CH:20]=[CH:21][C:22]=1[CH3:23])[C:5]([NH:7][C:8]1[CH:13]=[CH:12][C:11]([CH:14]=O)=[C:10]([C:16]([F:19])([F:18])[F:17])[CH:9]=1)=[O:6].Cl.[CH3:25][NH:26][CH3:27].C([N:30]([CH2:33][CH3:34])CC)C. (5) Given the product [I:1][C:19]1[C:17]2[N:18]=[C:13]([N:12]=[CH:11][N:10]([CH3:22])[CH3:9])[N:14]=[CH:15][C:16]=2[NH:21][CH:20]=1, predict the reactants needed to synthesize it. The reactants are: [I:1]N1C(=O)CCC1=O.[CH3:9][N:10]([CH3:22])[CH:11]=[N:12][C:13]1[N:14]=[CH:15][C:16]2[NH:21][CH:20]=[CH:19][C:17]=2[N:18]=1. (6) Given the product [NH2:1][C:2]1[CH:10]=[C:9]([CH3:11])[CH:8]=[CH:7][C:3]=1[CH2:4][OH:5], predict the reactants needed to synthesize it. The reactants are: [NH2:1][C:2]1[CH:10]=[C:9]([CH3:11])[CH:8]=[CH:7][C:3]=1[C:4](O)=[O:5]. (7) Given the product [B-:49]1([F:51])([F:50])[N+:40]2=[CH:39][CH:17]=[CH:12][C:13]2=[CH:14][C:15]2[N:20]1[CH:19]=[CH:18][CH:16]=2, predict the reactants needed to synthesize it. The reactants are: CC1C(I)=CC(C=O)=CC=1I.[CH2:12]1[CH2:17][C:16]2[CH:18]=[CH:19][NH:20][C:15]=2[CH2:14][CH2:13]1.FC(F)(F)C(O)=O.ClC1C(=O)C([C:39]#[N:40])=C(C#N)C(=O)C=1Cl.CCN(CC)CC.[B:49](F)([F:51])[F:50].CCOCC. (8) Given the product [CH3:1][O:2][C:3]1[CH:4]=[C:5]([CH:6]([OH:7])[CH2:17][CH:16]=[CH2:15])[CH:8]=[CH:9][CH:10]=1, predict the reactants needed to synthesize it. The reactants are: [CH3:1][O:2][C:3]1[CH:4]=[C:5]([CH:8]=[CH:9][CH:10]=1)[CH:6]=[O:7].C(O[CH2:15][CH:16]=[CH2:17])(=O)C.O.CCN(CC)CC.CC1C(C)=C(C)C(C)=C(C)C=1C. (9) Given the product [NH:17]1[CH2:18][CH2:19][CH:14]([C:4]2[CH:5]=[CH:6][CH:7]=[C:8]([O:9][C:10]([F:12])([F:13])[F:11])[C:3]=2[OH:2])[CH2:15][CH2:16]1, predict the reactants needed to synthesize it. The reactants are: C[O:2][C:3]1[C:8]([O:9][C:10]([F:13])([F:12])[F:11])=[CH:7][CH:6]=[CH:5][C:4]=1[CH:14]1[CH2:19][CH2:18][NH:17][CH2:16][CH2:15]1.Cl.N1C=CC=CC=1. (10) Given the product [F:6][C:7]1[CH:15]=[CH:14][C:10]([C:11]([N:3]([O:4][CH3:5])[CH3:2])=[O:12])=[CH:9][CH:8]=1, predict the reactants needed to synthesize it. The reactants are: Cl.[CH3:2][NH:3][O:4][CH3:5].[F:6][C:7]1[CH:15]=[CH:14][C:10]([C:11](Cl)=[O:12])=[CH:9][CH:8]=1.C(N(CC)CC)C.